This data is from Kir2.1 potassium channel HTS with 301,493 compounds. The task is: Binary Classification. Given a drug SMILES string, predict its activity (active/inactive) in a high-throughput screening assay against a specified biological target. (1) The compound is S(=O)(=O)(Nc1cc(c(O)c(c1)C)C)c1c(sc(c1)C)C. The result is 1 (active). (2) The drug is s1c2nc3c(cc2cc1C(=O)NN)cccc3. The result is 0 (inactive). (3) The compound is S=c1n(Cc2ccccc2)c(N)c(N=O)c(=O)n1C. The result is 0 (inactive). (4) The compound is O=c1c2c([nH]cc1[N+]([O-])=O)cccc2. The result is 0 (inactive).